This data is from Reaction yield outcomes from USPTO patents with 853,638 reactions. The task is: Predict the reaction yield, written as a fraction of the theoretical maximum amount of product (1.0 means a 100% yield; for example, 0.34 means a 34% yield). (1) The reactants are N1C=CC=CC=1.[CH2:7]([O:14][N:15]1[C:21](=[O:22])[N:20]2[CH2:23][C@H:16]1[CH2:17][CH2:18][C@H:19]2[C:24]([NH:26][NH:27][C:28](=O)[CH2:29][C:30]1([NH:33][C:34](=[O:40])[O:35][C:36]([CH3:39])([CH3:38])[CH3:37])[CH2:32][CH2:31]1)=[O:25])[C:8]1[CH:13]=[CH:12][CH:11]=[CH:10][CH:9]=1.O(S(C(F)(F)F)(=O)=O)S(C(F)(F)F)(=O)=O.C([O-])(O)=O.[Na+]. The catalyst is C(Cl)Cl. The product is [CH2:7]([O:14][N:15]1[C:21](=[O:22])[N:20]2[CH2:23][C@H:16]1[CH2:17][CH2:18][C@H:19]2[C:24]1[O:25][C:28]([CH2:29][C:30]2([NH:33][C:34](=[O:40])[O:35][C:36]([CH3:37])([CH3:38])[CH3:39])[CH2:32][CH2:31]2)=[N:27][N:26]=1)[C:8]1[CH:13]=[CH:12][CH:11]=[CH:10][CH:9]=1. The yield is 0.650. (2) The reactants are [CH3:1][C@@H:2]1[NH:7][CH2:6][CH:5]([C:8]2[CH:13]=[CH:12][CH:11]=[CH:10][N:9]=2)[O:4][CH2:3]1.C(N(CC)CC)C.Cl[C:22]1[N:27]=[C:26]([NH2:28])[C:25]([N+:29]([O-:31])=[O:30])=[CH:24][CH:23]=1. The catalyst is CS(C)=O. The product is [CH3:1][C@H:2]1[CH2:3][O:4][CH:5]([C:8]2[CH:13]=[CH:12][CH:11]=[CH:10][N:9]=2)[CH2:6][N:7]1[C:22]1[N:27]=[C:26]([NH2:28])[C:25]([N+:29]([O-:31])=[O:30])=[CH:24][CH:23]=1. The yield is 0.410. (3) The reactants are [Br:1][C:2]1[CH:12]=[CH:11][C:5]([NH:6][CH2:7][CH:8]2[CH2:10][CH2:9]2)=[C:4]([N+:13]([O-])=O)[CH:3]=1.[Cl-].[NH4+]. The catalyst is C(O)C.O.[Fe]. The product is [Br:1][C:2]1[CH:3]=[C:4]([NH2:13])[C:5]([NH:6][CH2:7][CH:8]2[CH2:10][CH2:9]2)=[CH:11][CH:12]=1. The yield is 0.900. (4) The reactants are [CH2:1]([NH:4][C:5]1[N:10]2[N:11]=[C:12]([C:25]3[CH:30]=[CH:29][C:28]([F:31])=[CH:27][CH:26]=3)[C:13]([C:14]3[CH:19]=[CH:18][N:17]=[C:16]([NH:20][CH2:21][CH2:22][CH2:23][CH3:24])[N:15]=3)=[C:9]2[CH:8]=[CH:7][CH:6]=1)[CH:2]=[CH2:3].[H][H]. The catalyst is C(O)C.[Pd]. The product is [CH2:21]([NH:20][C:16]1[N:15]=[C:14]([C:13]2[C:12]([C:25]3[CH:26]=[CH:27][C:28]([F:31])=[CH:29][CH:30]=3)=[N:11][N:10]3[C:5]([NH:4][CH2:1][CH2:2][CH3:3])=[CH:6][CH:7]=[CH:8][C:9]=23)[CH:19]=[CH:18][N:17]=1)[CH2:22][CH2:23][CH3:24]. The yield is 0.990.